This data is from Reaction yield outcomes from USPTO patents with 853,638 reactions. The task is: Predict the reaction yield, written as a fraction of the theoretical maximum amount of product (1.0 means a 100% yield; for example, 0.34 means a 34% yield). The reactants are [Cl:1][C:2]1[CH:11]=[CH:10][C:9]([N:12]2[C:16]([CH3:17])=[CH:15][CH:14]=[N:13]2)=[CH:8][C:3]=1[C:4](OC)=[O:5].[NH3:18]. The catalyst is CO. The product is [Cl:1][C:2]1[CH:11]=[CH:10][C:9]([N:12]2[C:16]([CH3:17])=[CH:15][CH:14]=[N:13]2)=[CH:8][C:3]=1[C:4]([NH2:18])=[O:5]. The yield is 0.760.